Dataset: Reaction yield outcomes from USPTO patents with 853,638 reactions. Task: Predict the reaction yield, written as a fraction of the theoretical maximum amount of product (1.0 means a 100% yield; for example, 0.34 means a 34% yield). The reactants are [Cl:1][C:2]1[CH:3]=[CH:4][C:5]([OH:25])=[C:6]([CH:24]=1)[C:7]([NH:9][C:10]1[CH:15]=[C:14]([C:16]([F:19])([F:18])[F:17])[CH:13]=[CH:12][C:11]=1[C:20]([F:23])([F:22])[F:21])=[O:8].[N:26]1([C:32](Cl)=[O:33])[CH2:31][CH2:30][O:29][CH2:28][CH2:27]1. No catalyst specified. The product is [Cl:1][C:2]1[CH:3]=[CH:4][C:5]([O:25][C:32]([N:26]2[CH2:31][CH2:30][O:29][CH2:28][CH2:27]2)=[O:33])=[C:6]([CH:24]=1)[C:7]([NH:9][C:10]1[CH:15]=[C:14]([C:16]([F:19])([F:18])[F:17])[CH:13]=[CH:12][C:11]=1[C:20]([F:21])([F:22])[F:23])=[O:8]. The yield is 0.921.